Dataset: Forward reaction prediction with 1.9M reactions from USPTO patents (1976-2016). Task: Predict the product of the given reaction. (1) The product is: [CH2:1]([O:8][C:9]1[C:10](=[O:24])[NH:11][C:12](=[O:23])[N:13]([CH2:15][C:16]2[C:17]3[C:18](=[CH:19][CH:20]=[CH:21][CH:22]=3)[C:36]([F:43])=[CH:35][CH:34]=2)[N:14]=1)[C:2]1[CH:7]=[CH:6][CH:5]=[CH:4][CH:3]=1. Given the reactants [CH2:1]([O:8][C:9]1[C:10](=[O:24])[NH:11][C:12](=[O:23])[N:13]([CH2:15][CH2:16][C:17]2[CH:22]=[CH:21][CH:20]=[CH:19][CH:18]=2)[N:14]=1)[C:2]1[CH:7]=[CH:6][CH:5]=[CH:4][CH:3]=1.BrC1C(=O)NC(=O)N(CC2C3C(=CC=CC=3)[C:36]([F:43])=[CH:35][CH:34]=2)N=1, predict the reaction product. (2) Given the reactants [NH2:1][C@H:2]([C:10]([OH:12])=[O:11])[CH2:3][CH2:4][CH2:5][NH:6][C:7](=[NH:9])[NH2:8].[CH3:13][C@@:14]1([CH2:27][N:28]2[N:32]=[N:31][CH:30]=[CH:29]2)[S:18](=[O:20])(=[O:19])[C@@H:17]2[CH2:21][C:22](=[O:23])[N:16]2[C@H:15]1[C:24]([OH:26])=[O:25], predict the reaction product. The product is: [CH3:13][C@@:14]1([CH2:27][N:28]2[N:32]=[N:31][CH:30]=[CH:29]2)[S:18](=[O:19])(=[O:20])[C@@H:17]2[CH2:21][C:22](=[O:23])[N:16]2[C@H:15]1[C:24]([OH:26])=[O:25].[NH2:1][C@H:2]([C:10]([OH:12])=[O:11])[CH2:3][CH2:4][CH2:5][NH:6][C:7](=[NH:8])[NH2:9]. (3) Given the reactants C([N:8]1[CH2:12][C@@H:11]2[C@@H:13]([NH:16][C:17]([C@@H:19]3[CH2:23][C@@H:22]([F:24])[CH2:21][N:20]3[C:25]([O:27][C:28]([CH3:31])([CH3:30])[CH3:29])=[O:26])=[O:18])[CH2:14][CH2:15][C@@H:10]2[CH2:9]1)C1C=CC=CC=1.[H][H], predict the reaction product. The product is: [F:24][C@H:22]1[CH2:21][N:20]([C:25]([O:27][C:28]([CH3:30])([CH3:31])[CH3:29])=[O:26])[C@H:19]([C:17](=[O:18])[NH:16][C@@H:13]2[C@@H:11]3[C@@H:10]([CH2:9][NH:8][CH2:12]3)[CH2:15][CH2:14]2)[CH2:23]1. (4) Given the reactants [OH:1][C:2]1[C:7]([O:8][CH3:9])=[C:6]([O:10][CH3:11])[N:5](CC2C=CC(OC)=CC=2)[C:4](=[O:21])[C:3]=1[C:22](=[O:30])[CH:23]([CH3:29])[CH2:24][CH2:25][CH2:26][CH2:27][CH3:28], predict the reaction product. The product is: [OH:1][C:2]1[C:7]([O:8][CH3:9])=[C:6]([O:10][CH3:11])[NH:5][C:4](=[O:21])[C:3]=1[C:22](=[O:30])[CH:23]([CH3:29])[CH2:24][CH2:25][CH2:26][CH2:27][CH3:28]. (5) Given the reactants C([O:5][C:6]([NH:8][CH2:9][CH2:10][NH:11][C:12](=[O:46])[CH2:13][O:14][C:15]1[CH:16]=[C:17]([C@@:21]([OH:45])([C:39]2[CH:44]=[CH:43][CH:42]=[CH:41][CH:40]=2)[C:22]([O:24][CH2:25][CH:26]2[CH2:31][CH2:30][N:29]([CH2:32][C:33]3[CH:38]=[CH:37][CH:36]=[CH:35][CH:34]=3)[CH2:28][CH2:27]2)=[O:23])[CH:18]=[CH:19][CH:20]=1)=O)(C)(C)C.Cl.C(OC([N:55]([CH2:78]C1C=CC(C(O)=O)=CC=1)[CH2:56][C@H:57]([O:70][Si](C(C)(C)C)(C)C)[C:58]1[CH:67]=[CH:66][C:65]([OH:68])=[C:64]2[C:59]=1[CH:60]=[CH:61][C:62](=[O:69])[NH:63]2)=O)(C)(C)C.CCN([CH:94]([CH3:96])[CH3:95])C(C)C.CN(C(ON1N=N[C:107]2[CH:108]=CC=N[C:106]1=2)=[N+](C)C)C.F[P-](F)(F)(F)(F)F, predict the reaction product. The product is: [OH:45][C@:21]([C:17]1[CH:18]=[CH:19][CH:20]=[C:15]([O:14][CH2:13][C:12]([NH:11][CH2:10][CH2:9][NH:8][C:6](=[O:5])[C:95]2[CH:94]=[CH:96][C:108]([CH2:78][NH:55][CH2:56][C@H:57]([OH:70])[C:58]3[CH:67]=[CH:66][C:65]([OH:68])=[C:64]4[C:59]=3[CH:60]=[CH:61][C:62](=[O:69])[NH:63]4)=[CH:107][CH:106]=2)=[O:46])[CH:16]=1)([C:39]1[CH:44]=[CH:43][CH:42]=[CH:41][CH:40]=1)[C:22]([O:24][CH2:25][CH:26]1[CH2:27][CH2:28][N:29]([CH2:32][C:33]2[CH:38]=[CH:37][CH:36]=[CH:35][CH:34]=2)[CH2:30][CH2:31]1)=[O:23]. (6) Given the reactants [Cl:1][C:2]1[CH:7]=[C:6]([Cl:8])[CH:5]=[CH:4][C:3]=1[C:9]1[N:10]=[C:11]([CH2:30][CH3:31])[C:12]([NH:17][C@@H:18]2[C:26]3[C:21](=[CH:22][CH:23]=[CH:24][CH:25]=3)[CH2:20][C@@H:19]2[O:27][CH2:28][CH3:29])=[N:13][C:14]=1[CH2:15]C.ClC1C=C(Cl)C=CC=1C1N=C(CC)C(N[C@@H]2C3C(=CC=CC=3)C[C@@H]2O)=NC=1C, predict the reaction product. The product is: [Cl:1][C:2]1[CH:7]=[C:6]([Cl:8])[CH:5]=[CH:4][C:3]=1[C:9]1[N:10]=[C:11]([CH2:30][CH3:31])[C:12]([NH:17][C@@H:18]2[C:26]3[C:21](=[CH:22][CH:23]=[CH:24][CH:25]=3)[CH2:20][C@@H:19]2[O:27][CH2:28][CH3:29])=[N:13][C:14]=1[CH3:15]. (7) Given the reactants CSC.[CH:4]1([Mg]Br)[CH2:6][CH2:5]1.Br[CH:10]1[CH2:16][CH2:15][CH2:14][CH2:13][N:12]2[C:17](=[O:27])[CH:18]=[C:19]([C:21]3[CH:26]=[CH:25][N:24]=[CH:23][N:22]=3)[N:20]=[C:11]12, predict the reaction product. The product is: [CH:4]1([CH:10]2[CH2:16][CH2:15][CH2:14][CH2:13][N:12]3[C:17](=[O:27])[CH:18]=[C:19]([C:21]4[CH:26]=[CH:25][N:24]=[CH:23][N:22]=4)[N:20]=[C:11]23)[CH2:6][CH2:5]1. (8) Given the reactants [H-].[Na+].[CH3:3][C:4]1[CH:9]=[C:8]([C:10]2[CH:15]=[CH:14][N:13]=[CH:12][CH:11]=2)[CH:7]=[C:6]([CH3:16])[C:5]=1[OH:17].Cl[C:19]1[N:24]=[C:23]([Cl:25])[N:22]=[C:21]2[NH:26][N:27]=[CH:28][C:20]=12, predict the reaction product. The product is: [CH3:3][C:4]1[CH:9]=[C:8]([C:10]2[CH:11]=[CH:12][N:13]=[CH:14][CH:15]=2)[CH:7]=[C:6]([CH3:16])[C:5]=1[O:17][C:19]1[N:24]=[C:23]([Cl:25])[N:22]=[C:21]2[NH:26][N:27]=[CH:28][C:20]=12. (9) Given the reactants [CH:1]#[C:2]C.[Li+].[CH3:5][CH:6]([N-]C(C)C)C.[CH3:12][C:13]1[C:18]([NH:19][C:20]([C:22]2[CH:23]=[CH:24][C:25]3[C@@:31]4([CH2:40][C:41]5[CH:46]=[CH:45][CH:44]=[CH:43][CH:42]=5)[CH2:32][CH2:33][C@@:34]([OH:39])([CH2:36]OC)[CH2:35][C@H:30]4[CH2:29][CH2:28][CH2:27][C:26]=3[CH:47]=2)=[O:21])=[CH:17][CH:16]=[CH:15][N:14]=1.[CH3:48][C:49]1[C:54]([NH:55][C:56]([C:58]2[CH:59]=[CH:60][C:61]3[C@:67]4([CH2:76][C:77]5[CH:82]=[CH:81][CH:80]=[CH:79][CH:78]=5)[CH2:68][CH2:69][C@:70]([OH:75])([CH2:72]OC)[CH2:71][C@@H:66]4[CH2:65][CH2:64][CH2:63][C:62]=3[CH:83]=2)=[O:57])=[CH:53][CH:52]=[CH:51][N:50]=1, predict the reaction product. The product is: [CH3:12][C:13]1[C:18]([NH:19][C:20]([C:22]2[CH:23]=[CH:24][C:25]3[C@@:31]4([CH2:40][C:41]5[CH:46]=[CH:45][CH:44]=[CH:43][CH:42]=5)[CH2:32][CH2:33][C@:34]([OH:39])([C:36]#[C:1][CH3:2])[CH2:35][C@H:30]4[CH2:29][CH2:28][CH2:27][C:26]=3[CH:47]=2)=[O:21])=[CH:17][CH:16]=[CH:15][N:14]=1.[CH3:48][C:49]1[C:54]([NH:55][C:56]([C:58]2[CH:59]=[CH:60][C:61]3[C@:67]4([CH2:76][C:77]5[CH:82]=[CH:81][CH:80]=[CH:79][CH:78]=5)[CH2:68][CH2:69][C@@:70]([OH:75])([C:72]#[C:5][CH3:6])[CH2:71][C@@H:66]4[CH2:65][CH2:64][CH2:63][C:62]=3[CH:83]=2)=[O:57])=[CH:53][CH:52]=[CH:51][N:50]=1. (10) Given the reactants Br[C:2]1[CH:7]=[CH:6][C:5]([N:8]2[C:12]([CH2:13][C@@H:14]3[CH2:18][CH2:17][N:16]([C:19]([CH:21]4[CH2:23][CH2:22]4)=[O:20])[CH2:15]3)=[N:11][NH:10][C:9]2=[O:24])=[CH:4][CH:3]=1.[N:25]1[CH:26]=[CH:27][N:28]2[CH:33]=[CH:32][C:31](B(O)O)=[CH:30][C:29]=12.P([O-])([O-])([O-])=O.[K+].[K+].[K+], predict the reaction product. The product is: [CH:21]1([C:19]([N:16]2[CH2:17][CH2:18][C@@H:14]([CH2:13][C:12]3[N:8]([C:5]4[CH:6]=[CH:7][C:2]([C:31]5[CH:32]=[CH:33][N:28]6[CH:27]=[CH:26][N:25]=[C:29]6[CH:30]=5)=[CH:3][CH:4]=4)[C:9](=[O:24])[NH:10][N:11]=3)[CH2:15]2)=[O:20])[CH2:23][CH2:22]1.